This data is from Full USPTO retrosynthesis dataset with 1.9M reactions from patents (1976-2016). The task is: Predict the reactants needed to synthesize the given product. Given the product [CH3:1][CH:2]1[CH2:8][CH2:7][CH2:6][C:5]2[CH:9]=[CH:10][CH:11]=[CH:12][C:4]=2[CH:3]1[OH:13], predict the reactants needed to synthesize it. The reactants are: [CH3:1][CH:2]1[CH2:8][CH2:7][CH2:6][C:5]2[CH:9]=[CH:10][CH:11]=[CH:12][C:4]=2[C:3]1=[O:13].[BH4-].[Na+].